This data is from HIV replication inhibition screening data with 41,000+ compounds from the AIDS Antiviral Screen. The task is: Binary Classification. Given a drug SMILES string, predict its activity (active/inactive) in a high-throughput screening assay against a specified biological target. (1) The molecule is CC(C)(C)CP(=S)(CC(C)(C)C)CC(C)(C)C. The result is 0 (inactive). (2) The molecule is O=C(O)c1cc(N=Nc2ccc(C=Cc3ccc(N=Nc4cc(C(=O)O)c(O)c5ccccc45)cc3S(=O)(=O)O)c(S(=O)(=O)O)c2)c2ccccc2c1O.[NaH]. The result is 1 (active). (3) The molecule is COc1cc(OC)c2c(O)c3c(cc2c1)CC(C)(C)CC3=O. The result is 0 (inactive). (4) The compound is CC1=CC2C(O)(CC(CO)=CC3C4C(C)(C)C4(O)C(O)C(C)C32O)C1=O. The result is 0 (inactive). (5) The drug is Cc1ccc(S(=O)(=O)Nn2c(S)c(C#N)c(-c3ccc([N+](=O)[O-])cc3)c(C#N)c2=O)cc1. The result is 0 (inactive). (6) The compound is N#CC(C(=O)Nc1ccccc1)=C(N)N1CCOCC1. The result is 0 (inactive). (7) The compound is CCc1ccc(C=CC(=O)C2CN(CC)CCC2(O)C=Cc2ccc(CC)cc2)cc1.Cl. The result is 0 (inactive).